Predict which catalyst facilitates the given reaction. From a dataset of Catalyst prediction with 721,799 reactions and 888 catalyst types from USPTO. Reactant: Cl[C:2]1[CH:3]=[C:4]([CH:8]=[CH:9][CH:10]=1)[C:5]([OH:7])=[O:6].[C:11]1(B(O)O)[CH:16]=[CH:15][CH:14]=[CH:13][CH:12]=1.C1(P(C2CCCCC2)C2C=CC=CC=2C2C(OC)=CC=C(S([O-])(=O)=O)C=2OC)CCCCC1.[Na+].C([O-])([O-])=O.[K+].[K+]. Product: [C:2]1([C:11]2[CH:16]=[CH:15][CH:14]=[CH:13][CH:12]=2)[CH:10]=[CH:9][CH:8]=[C:4]([C:5]([OH:7])=[O:6])[CH:3]=1. The catalyst class is: 318.